Task: Predict the reactants needed to synthesize the given product.. Dataset: Full USPTO retrosynthesis dataset with 1.9M reactions from patents (1976-2016) (1) Given the product [NH2:11][C:6]1[CH:7]=[CH:8][C:9]([OH:10])=[C:4]([C:1](=[O:3])[CH3:2])[CH:5]=1, predict the reactants needed to synthesize it. The reactants are: [C:1]([C:4]1[CH:5]=[C:6]([NH:11]C(=O)C)[CH:7]=[CH:8][C:9]=1[OH:10])(=[O:3])[CH3:2].Cl.N. (2) Given the product [C:1]([C:3]1[CH:4]=[CH:5][C:6]([N:9]2[CH2:14][CH2:13][CH2:12][C@H:11]([NH:15][C@@H:16]3[CH2:21][CH2:20][CH2:19][CH2:18][C@H:17]3[NH:22][C:23]3[CH:28]=[C:27](/[CH:29]=[CH:30]\[C:31]([OH:33])=[O:32])[CH:26]=[CH:25][N:24]=3)[CH2:10]2)=[CH:7][CH:8]=1)#[N:2], predict the reactants needed to synthesize it. The reactants are: [C:1]([C:3]1[CH:8]=[CH:7][C:6]([N:9]2[CH2:14][CH2:13][CH2:12][C@H:11]([NH:15][C@@H:16]3[CH2:21][CH2:20][CH2:19][CH2:18][C@H:17]3[NH:22][C:23]3[CH:28]=[C:27](/[CH:29]=[CH:30]\[C:31]([O:33]C(C)(C)C)=[O:32])[CH:26]=[CH:25][N:24]=3)[CH2:10]2)=[CH:5][CH:4]=1)#[N:2].C(O)(C(F)(F)F)=O. (3) Given the product [C:1]([Si:5]([CH3:14])([CH3:13])[O:6][CH2:7][CH2:8][CH2:9][C@@H:10]([OH:11])[CH2:12][NH:15][C:16]1[CH:17]=[CH:18][C:19]2[O:24][CH2:23][C:22](=[O:25])[NH:21][C:20]=2[CH:26]=1)([CH3:4])([CH3:3])[CH3:2], predict the reactants needed to synthesize it. The reactants are: [C:1]([Si:5]([CH3:14])([CH3:13])[O:6][CH2:7][CH2:8][CH2:9][C@@H:10]1[CH2:12][O:11]1)([CH3:4])([CH3:3])[CH3:2].[NH2:15][C:16]1[CH:17]=[CH:18][C:19]2[O:24][CH2:23][C:22](=[O:25])[NH:21][C:20]=2[CH:26]=1. (4) Given the product [CH:27]1([C@H:11]2[N:12]([S:14]([C:17]3[CH:22]=[CH:21][C:20]([C:23]([F:25])([F:24])[F:26])=[CH:19][CH:18]=3)(=[O:16])=[O:15])[CH2:13][C:9](=[O:8])[CH2:10]2)[CH2:28][CH2:29]1, predict the reactants needed to synthesize it. The reactants are: [Si]([O:8][C@H:9]1[CH2:13][N:12]([S:14]([C:17]2[CH:22]=[CH:21][C:20]([C:23]([F:26])([F:25])[F:24])=[CH:19][CH:18]=2)(=[O:16])=[O:15])[C@H:11]([CH:27]2[CH2:29][CH2:28]2)[CH2:10]1)(C(C)(C)C)(C)C.C([C@H]1N(S(C2C=CC(C(F)(F)F)=CC=2)(=O)=O)CC(=O)C1)C. (5) The reactants are: Cl[C:2]1[N:3]=[C:4]([N:24]2[CH2:29][CH2:28][O:27][CH2:26][CH2:25]2)[C:5]2[S:10][C:9]([CH2:11][N:12]3[CH2:17][CH2:16][N:15]([C:18]4[N:23]=[CH:22][CH:21]=[CH:20][N:19]=4)[CH2:14][CH2:13]3)=[CH:8][C:6]=2[N:7]=1.[N:30]1[CH:35]=[CH:34][CH:33]=[N:32]C=1N1CCNCC1. Given the product [NH:32]1[C:33]2[C:34](=[C:4]([C:2]3[N:3]=[C:4]([N:24]4[CH2:29][CH2:28][O:27][CH2:26][CH2:25]4)[C:5]4[S:10][C:9]([CH2:11][N:12]5[CH2:17][CH2:16][N:15]([C:18]6[N:23]=[CH:22][CH:21]=[CH:20][N:19]=6)[CH2:14][CH2:13]5)=[CH:8][C:6]=4[N:7]=3)[CH:5]=[CH:6][CH:8]=2)[CH:35]=[N:30]1, predict the reactants needed to synthesize it. (6) Given the product [Cl:1][C:2]1[CH:3]=[CH:4][C:5]([C:8]2[S:9][C:10]([C:14](=[N:16][N:17]=[CH:23][C:22]3[CH:25]=[C:26]([CH3:27])[C:19]([OH:18])=[C:20]([CH3:28])[CH:21]=3)[CH3:15])=[C:11]([CH3:13])[N:12]=2)=[CH:6][CH:7]=1, predict the reactants needed to synthesize it. The reactants are: [Cl:1][C:2]1[CH:7]=[CH:6][C:5]([C:8]2[S:9][C:10]([C:14](=[N:16][NH2:17])[CH3:15])=[C:11]([CH3:13])[N:12]=2)=[CH:4][CH:3]=1.[OH:18][C:19]1[C:26]([CH3:27])=[CH:25][C:22]([CH:23]=O)=[CH:21][C:20]=1[CH3:28]. (7) The reactants are: Cl.Cl.[F:3][C:4]([F:16])([F:15])[C:5]1[CH:6]=[N:7][C:8]2[CH2:9][CH2:10][NH:11][CH2:12][C:13]=2[CH:14]=1.[C:17]([O:21][C:22]([NH:24][C@@H:25]1[CH2:29][CH2:28][C@:27]([CH:33]([CH3:35])[CH3:34])([C:30](O)=[O:31])[CH2:26]1)=[O:23])([CH3:20])([CH3:19])[CH3:18].C(N(C(C)C)CC)(C)C. Given the product [CH:33]([C@:27]1([C:30]([N:11]2[CH2:10][CH2:9][C:8]3[N:7]=[CH:6][C:5]([C:4]([F:15])([F:3])[F:16])=[CH:14][C:13]=3[CH2:12]2)=[O:31])[CH2:28][CH2:29][C@@H:25]([NH:24][C:22](=[O:23])[O:21][C:17]([CH3:19])([CH3:18])[CH3:20])[CH2:26]1)([CH3:35])[CH3:34], predict the reactants needed to synthesize it.